Dataset: Full USPTO retrosynthesis dataset with 1.9M reactions from patents (1976-2016). Task: Predict the reactants needed to synthesize the given product. (1) Given the product [F:1][C:2]([F:19])([CH:8]([F:18])[C:9]1[CH:14]=[CH:13][CH:12]=[C:11]([N+:15]([O-:17])=[O:16])[CH:10]=1)[CH2:3][OH:4], predict the reactants needed to synthesize it. The reactants are: [F:1][C:2]([F:19])([CH:8]([F:18])[C:9]1[CH:14]=[CH:13][CH:12]=[C:11]([N+:15]([O-:17])=[O:16])[CH:10]=1)[C:3](OCC)=[O:4].[BH4-].[Na+].C(OCC)(=O)C.Cl. (2) Given the product [OH:32][C@H:9]1[C@@H:10]([OH:31])[C@H:11]([N:13]2[CH:21]=[N:20][C:19]3[C:14]2=[N:15][CH:16]=[N:17][C:18]=3[NH:22][CH2:23][C:24]2[CH:29]=[CH:28][CH:27]=[C:26]([I:30])[CH:25]=2)[CH2:12][C@@H:8]1[NH:7][C:33](=[O:35])[CH3:34], predict the reactants needed to synthesize it. The reactants are: C(OC(=O)[N:7]([C:33](=[O:35])[CH3:34])[C@H:8]1[CH2:12][C@@H:11]([N:13]2[CH:21]=[N:20][C:19]3[C:14]2=[N:15][CH:16]=[N:17][C:18]=3[NH:22][CH2:23][C:24]2[CH:29]=[CH:28][CH:27]=[C:26]([I:30])[CH:25]=2)[C@H:10]([OH:31])[C@@H:9]1[OH:32])(C)(C)C.FC(F)(F)C(O)=O. (3) Given the product [Cl:1][C:2]1[N:7]=[CH:6][C:5]([C:8]2[S:9][C:10]([C:14]([OH:16])=[O:15])=[C:11]([CH3:13])[N:12]=2)=[CH:4][CH:3]=1, predict the reactants needed to synthesize it. The reactants are: [Cl:1][C:2]1[N:7]=[CH:6][C:5]([C:8]2[S:9][C:10]([C:14]([O:16]CC)=[O:15])=[C:11]([CH3:13])[N:12]=2)=[CH:4][CH:3]=1.O.[OH-].[Li+]. (4) Given the product [NH:1]1[C:5](=[O:6])[CH2:4][CH2:3][C@H:2]1[C:7]([O:9][CH:11]([CH3:16])[CH3:12])=[O:8], predict the reactants needed to synthesize it. The reactants are: [NH:1]1[C:5](=[O:6])[CH2:4][CH2:3][C@H:2]1[C:7]([OH:9])=[O:8].O.[C:11]1(C)[CH:16]=CC(S(O)(=O)=O)=C[CH:12]=1. (5) Given the product [C:1]([C:2]1[CH:3]=[CH:4][CH:5]=[C:6]([C:8]2[N:9]=[N:10][C:11]([C:14]3[CH:19]=[CH:18][CH:17]=[CH:16][N:15]=3)=[CH:12][CH:13]=2)[N:7]=1)([OH:21])=[O:31], predict the reactants needed to synthesize it. The reactants are: [CH3:1][C:2]1[N:7]=[C:6]([C:8]2[N:9]=[N:10][C:11]([C:14]3[CH:19]=[CH:18][CH:17]=[CH:16][N:15]=3)=[CH:12][CH:13]=2)[CH:5]=[CH:4][CH:3]=1.[Se](=O)=[O:21].ClC1C=CC=CC=1Cl.[OH2:31]. (6) Given the product [CH3:1][O:2][C:3]1[CH:11]=[C:10]2[C:6]([C:7](=[CH:23][C:22]3[NH:21][CH:20]=[C:19]4[C:14](=[O:13])[O:15][CH2:16][CH2:17][C:18]=34)[C:8](=[O:12])[NH:9]2)=[CH:5][CH:4]=1, predict the reactants needed to synthesize it. The reactants are: [CH3:1][O:2][C:3]1[CH:11]=[C:10]2[C:6]([CH2:7][C:8](=[O:12])[NH:9]2)=[CH:5][CH:4]=1.[O:13]=[C:14]1[C:19]2=[CH:20][NH:21][C:22]([CH:23]=O)=[C:18]2[CH2:17][CH2:16][O:15]1.